This data is from Reaction yield outcomes from USPTO patents with 853,638 reactions. The task is: Predict the reaction yield, written as a fraction of the theoretical maximum amount of product (1.0 means a 100% yield; for example, 0.34 means a 34% yield). (1) The reactants are C([C@@H]1CCN(C(OC(C)(C)C)=O)C[C@H]1O)#C.[Si]([O:24][C@H:25]1[C@H:30]([C:31]2[N:32]=[N:33][N:34]([CH2:36][CH2:37][C:38]3[CH:43]=[CH:42][C:41]([O:44][CH3:45])=[CH:40][CH:39]=3)[CH:35]=2)[CH2:29][CH2:28][N:27]([C:46]([O:48][C:49]([CH3:52])([CH3:51])[CH3:50])=[O:47])[CH2:26]1)(C(C)(C)C)(C)C. No catalyst specified. The product is [OH:24][C@H:25]1[C@H:30]([C:31]2[N:32]=[N:33][N:34]([CH2:36][CH2:37][C:38]3[CH:43]=[CH:42][C:41]([O:44][CH3:45])=[CH:40][CH:39]=3)[CH:35]=2)[CH2:29][CH2:28][N:27]([C:46]([O:48][C:49]([CH3:52])([CH3:51])[CH3:50])=[O:47])[CH2:26]1. The yield is 0.700. (2) The reactants are [Cl:1][C:2]1[C:23]([Cl:24])=[CH:22][C:5]2[N:6]([C:11]3[CH:16]=[CH:15][C:14]([C:17]([CH3:21])([CH3:20])[C:18]#[N:19])=[CH:13][CH:12]=3)[C:7]([CH2:9][CH3:10])=[N:8][C:4]=2[CH:3]=1.C(Cl)(Cl)Cl.[C:29]1([CH3:41])[CH:34]=[CH:33][C:32]([S:35]([N:38]=[C:39]=[O:40])(=[O:37])=[O:36])=[CH:31][CH:30]=1.C(N(CC)CC)C. The catalyst is C(O)C.O=[Pt]=O. The product is [Cl:1][C:2]1[C:23]([Cl:24])=[CH:22][C:5]2[N:6]([C:11]3[CH:12]=[CH:13][C:14]([C:17]([CH3:21])([CH3:20])[CH2:18][NH:19][C:39]([NH:38][S:35]([C:32]4[CH:33]=[CH:34][C:29]([CH3:41])=[CH:30][CH:31]=4)(=[O:37])=[O:36])=[O:40])=[CH:15][CH:16]=3)[C:7]([CH2:9][CH3:10])=[N:8][C:4]=2[CH:3]=1. The yield is 0.370.